Task: Regression. Given two drug SMILES strings and cell line genomic features, predict the synergy score measuring deviation from expected non-interaction effect.. Dataset: NCI-60 drug combinations with 297,098 pairs across 59 cell lines (1) Drug 1: CCC1=C2CN3C(=CC4=C(C3=O)COC(=O)C4(CC)O)C2=NC5=C1C=C(C=C5)O. Drug 2: CN1C2=C(C=C(C=C2)N(CCCl)CCCl)N=C1CCCC(=O)O.Cl. Cell line: SNB-19. Synergy scores: CSS=23.8, Synergy_ZIP=-8.65, Synergy_Bliss=1.16, Synergy_Loewe=-27.7, Synergy_HSA=0.149. (2) Drug 1: CC1=C2C(C(=O)C3(C(CC4C(C3C(C(C2(C)C)(CC1OC(=O)C(C(C5=CC=CC=C5)NC(=O)OC(C)(C)C)O)O)OC(=O)C6=CC=CC=C6)(CO4)OC(=O)C)O)C)O. Drug 2: N.N.Cl[Pt+2]Cl. Cell line: SR. Synergy scores: CSS=46.8, Synergy_ZIP=0.488, Synergy_Bliss=0.125, Synergy_Loewe=-4.37, Synergy_HSA=-0.346. (3) Drug 1: CC1=C(N=C(N=C1N)C(CC(=O)N)NCC(C(=O)N)N)C(=O)NC(C(C2=CN=CN2)OC3C(C(C(C(O3)CO)O)O)OC4C(C(C(C(O4)CO)O)OC(=O)N)O)C(=O)NC(C)C(C(C)C(=O)NC(C(C)O)C(=O)NCCC5=NC(=CS5)C6=NC(=CS6)C(=O)NCCC[S+](C)C)O. Drug 2: CCC1(CC2CC(C3=C(CCN(C2)C1)C4=CC=CC=C4N3)(C5=C(C=C6C(=C5)C78CCN9C7C(C=CC9)(C(C(C8N6C)(C(=O)OC)O)OC(=O)C)CC)OC)C(=O)OC)O.OS(=O)(=O)O. Cell line: RXF 393. Synergy scores: CSS=13.6, Synergy_ZIP=-3.84, Synergy_Bliss=-0.309, Synergy_Loewe=0.169, Synergy_HSA=-0.366. (4) Drug 2: CC12CCC3C(C1CCC2OP(=O)(O)O)CCC4=C3C=CC(=C4)OC(=O)N(CCCl)CCCl.[Na+]. Cell line: SF-539. Synergy scores: CSS=15.8, Synergy_ZIP=2.86, Synergy_Bliss=-1.97, Synergy_Loewe=-31.0, Synergy_HSA=-21.1. Drug 1: CC(C)NC(=O)C1=CC=C(C=C1)CNNC.Cl. (5) Drug 1: C1=C(C(=O)NC(=O)N1)N(CCCl)CCCl. Drug 2: C1CN(CCN1C(=O)CCBr)C(=O)CCBr. Cell line: HT29. Synergy scores: CSS=42.1, Synergy_ZIP=-0.905, Synergy_Bliss=5.27, Synergy_Loewe=-0.596, Synergy_HSA=7.10. (6) Drug 1: CN(CCCl)CCCl.Cl. Drug 2: CC12CCC3C(C1CCC2OP(=O)(O)O)CCC4=C3C=CC(=C4)OC(=O)N(CCCl)CCCl.[Na+]. Cell line: IGROV1. Synergy scores: CSS=12.6, Synergy_ZIP=-8.94, Synergy_Bliss=-5.62, Synergy_Loewe=-5.57, Synergy_HSA=-3.10.